This data is from CYP3A4 inhibition data for predicting drug metabolism from PubChem BioAssay. The task is: Regression/Classification. Given a drug SMILES string, predict its absorption, distribution, metabolism, or excretion properties. Task type varies by dataset: regression for continuous measurements (e.g., permeability, clearance, half-life) or binary classification for categorical outcomes (e.g., BBB penetration, CYP inhibition). Dataset: cyp3a4_veith. (1) The molecule is Cn1c(-c2ccc(F)cc2)cnc1NCc1cccc(F)c1. The result is 1 (inhibitor). (2) The molecule is CC(C)CCC(=O)O.C[C@]12CCC[C@@H]1[C@@H]1C(=O)C[C@H]3CC(=O)CC[C@@]3(C)[C@H]1CC2=O. The result is 0 (non-inhibitor). (3) The molecule is O=C(N=NC(=O)c1ccc2c(O)n(C3CCCCC3)c(O)c2c1)c1cccnc1. The result is 1 (inhibitor). (4) The drug is COc1nccc(-c2c(-c3ccc(F)cc3)ncn2C2CCC(O)CC2)n1. The result is 0 (non-inhibitor). (5) The compound is COC(=O)[C@@]1(Cc2ccc(OC)cc2)[C@H]2c3cc(C(=O)N4CCCC4)n(CCc4ccccn4)c3C[C@H]2CN1C(=O)c1ccccc1. The result is 1 (inhibitor). (6) The molecule is COc1cc2c(cc1NC(=O)c1cc(-c3cccnc3)nc3ccc(C)cc13)oc1ccccc12. The result is 1 (inhibitor).